Dataset: Reaction yield outcomes from USPTO patents with 853,638 reactions. Task: Predict the reaction yield, written as a fraction of the theoretical maximum amount of product (1.0 means a 100% yield; for example, 0.34 means a 34% yield). (1) The reactants are [CH3:1][C:2]1[N:25]([CH3:26])[C:5]2[CH:6]=[C:7]([C:22]([OH:24])=O)[C:8]3[CH2:9][CH2:10][C:11]4([NH:20][C:21]=3[C:4]=2[N:3]=1)[CH2:19][C:18]1[C:13](=[CH:14][CH:15]=[CH:16][CH:17]=1)[CH2:12]4.F[B-](F)(F)F.[N:32]1(OC(N(C)C)=[N+](C)C)[C:36]2[CH:37]=[CH:38][CH:38]=[CH:37][C:36]=2[N:32]=N1.C1(N)CC1. The catalyst is CN(C)C=O. The product is [CH:36]1([NH:32][C:22]([C:7]2[C:8]3[CH2:9][CH2:10][C:11]4([NH:20][C:21]=3[C:4]3[N:3]=[C:2]([CH3:1])[N:25]([CH3:26])[C:5]=3[CH:6]=2)[CH2:19][C:18]2[C:13](=[CH:14][CH:15]=[CH:16][CH:17]=2)[CH2:12]4)=[O:24])[CH2:37][CH2:38]1. The yield is 0.790. (2) The reactants are C(=O)([O-])[O-].[K+].[K+].C[Si]([C:11]#[C:12][C:13]1[CH:18]=[CH:17][C:16]([CH:19]([NH:21][CH:22]2[CH2:24][CH2:23]2)[CH3:20])=[CH:15][CH:14]=1)(C)C. The catalyst is CO. The product is [C:12]([C:13]1[CH:18]=[CH:17][C:16]([CH:19]([NH:21][CH:22]2[CH2:23][CH2:24]2)[CH3:20])=[CH:15][CH:14]=1)#[CH:11]. The yield is 1.00. (3) The yield is 0.640. The product is [CH2:1]([N:8]([CH2:16][CH2:17][O:18][C:23]1[CH:24]=[CH:25][C:20]([F:19])=[CH:21][CH:22]=1)[C:9]([O:11][C:12]([CH3:13])([CH3:14])[CH3:15])=[O:10])[C:2]1[CH:7]=[CH:6][CH:5]=[CH:4][CH:3]=1. The reactants are [CH2:1]([N:8]([CH2:16][CH2:17][OH:18])[C:9]([O:11][C:12]([CH3:15])([CH3:14])[CH3:13])=[O:10])[C:2]1[CH:7]=[CH:6][CH:5]=[CH:4][CH:3]=1.[F:19][C:20]1[CH:25]=[CH:24][C:23](O)=[CH:22][CH:21]=1.C1C=CC(P(C2C=CC=CC=2)C2C=CC=CC=2)=CC=1.CC(OC(/N=N/C(OC(C)C)=O)=O)C. The catalyst is C1COCC1. (4) The reactants are [Cl:1][C:2]1[N:3]=[CH:4][C:5]([NH2:8])=[N:6][CH:7]=1.Br[CH2:10][C:11]([C:13]1[CH:18]=[CH:17][C:16]([N:19]([CH3:21])[CH3:20])=[CH:15][CH:14]=1)=O.C([O-])(O)=O.[Na+]. The catalyst is C(#N)C. The product is [Cl:1][C:2]1[N:3]=[CH:4][C:5]2[N:6]([CH:10]=[C:11]([C:13]3[CH:18]=[CH:17][C:16]([N:19]([CH3:21])[CH3:20])=[CH:15][CH:14]=3)[N:8]=2)[CH:7]=1. The yield is 0.0700. (5) The reactants are Br[C:2]1[CH:11]=[C:10]([F:12])[C:9]([F:13])=[CH:8][C:3]=1[C:4]([O:6][CH3:7])=[O:5].[CH2:14]([Sn](CCCC)(CCCC)CCCC)[CH:15]=[CH2:16].[Cl-].[Li+]. The catalyst is CN(C=O)C.C(#N)C.Cl[Pd](Cl)([P](C1C=CC=CC=1)(C1C=CC=CC=1)C1C=CC=CC=1)[P](C1C=CC=CC=1)(C1C=CC=CC=1)C1C=CC=CC=1. The product is [CH2:16]([C:2]1[CH:11]=[C:10]([F:12])[C:9]([F:13])=[CH:8][C:3]=1[C:4]([O:6][CH3:7])=[O:5])[CH:15]=[CH2:14]. The yield is 0.780. (6) The reactants are [Cl:1][C:2]1[CH:3]=[C:4]2[C:9](=[CH:10][C:11]=1[O:12][Si](C)(C)C)[O:8][CH2:7][CH2:6][C:5]2(O[Si](C)(C)C)[C:17]#N.[OH2:24].[OH2:25].[Sn](Cl)Cl.Cl.C(OC(C)C)(=O)C. The catalyst is O.C(O)(=O)C. The product is [Cl:1][C:2]1[CH:3]=[C:4]2[C:9](=[CH:10][C:11]=1[OH:12])[O:8][CH2:7][CH2:6][CH:5]2[C:17]([OH:25])=[O:24]. The yield is 1.25.